From a dataset of Full USPTO retrosynthesis dataset with 1.9M reactions from patents (1976-2016). Predict the reactants needed to synthesize the given product. (1) Given the product [N+:11]([C:14]1[CH:19]=[CH:18][C:17]([O:20][C:2]2[C:3]3[CH:10]=[CH:9][NH:8][C:4]=3[N:5]=[CH:6][N:7]=2)=[CH:16][CH:15]=1)([O-:13])=[O:12], predict the reactants needed to synthesize it. The reactants are: Cl[C:2]1[C:3]2[CH:10]=[CH:9][NH:8][C:4]=2[N:5]=[CH:6][N:7]=1.[N+:11]([C:14]1[CH:19]=[CH:18][C:17]([OH:20])=[CH:16][CH:15]=1)([O-:13])=[O:12].C(=O)([O-])[O-].[K+].[K+].O. (2) Given the product [N:10]1([C:2]2[CH:9]=[CH:8][C:5]([C:6]3[NH:7][C:24](=[O:25])[C:26]4[C:27]([CH:32]=3)=[CH:28][CH:29]=[CH:30][CH:31]=4)=[CH:4][CH:3]=2)[CH2:15][CH2:14][O:13][CH2:12][CH2:11]1, predict the reactants needed to synthesize it. The reactants are: F[C:2]1[CH:9]=[CH:8][C:5]([C:6]#[N:7])=[CH:4][CH:3]=1.[NH:10]1[CH2:15][CH2:14][O:13][CH2:12][CH2:11]1.C(=O)([O-])[O-].[K+].[K+].CN[C:24]([C:26]1[C:27]([CH3:32])=[CH:28][CH:29]=[CH:30][CH:31]=1)=[O:25]. (3) Given the product [F:13][S:14]([N-:17][S:18]([F:21])(=[O:20])=[O:19])(=[O:16])=[O:15].[CH3:2][N+:3]1([CH2:10][CH2:11][CH3:12])[CH2:8][CH2:7][CH2:6][CH:5]([CH3:9])[CH2:4]1, predict the reactants needed to synthesize it. The reactants are: [Br-].[CH3:2][N+:3]1([CH2:10][CH2:11][CH3:12])[CH2:8][CH2:7][CH2:6][CH:5]([CH3:9])[CH2:4]1.[F:13][S:14]([N-:17][S:18]([F:21])(=[O:20])=[O:19])(=[O:16])=[O:15].[K+]. (4) Given the product [CH3:1][C:2]1[S:6][C:5]([S:7][C:11]2[C:12]([C:17]#[N:18])=[N:13][CH:14]=[CH:15][N:16]=2)=[N:4][N:3]=1, predict the reactants needed to synthesize it. The reactants are: [CH3:1][C:2]1[S:6][C:5]([SH:7])=[N:4][N:3]=1.[H-].[Na+].Cl[C:11]1[C:12]([C:17]#[N:18])=[N:13][CH:14]=[CH:15][N:16]=1. (5) Given the product [CH:38]1([O:42][C:26]([N:20]2[C:21]3[C:17](=[CH:16][C:15]([C:3]([C:5]4[C:13]5[C:8](=[CH:9][CH:10]=[CH:11][CH:12]=5)[N:7]([CH3:14])[CH:6]=4)([OH:4])[C:2]([F:1])([F:24])[F:25])=[CH:23][CH:22]=3)[CH:18]=[N:19]2)=[O:27])[CH2:41][CH2:40][CH2:39]1, predict the reactants needed to synthesize it. The reactants are: [F:1][C:2]([F:25])([F:24])[C:3]([C:15]1[CH:16]=[C:17]2[C:21](=[CH:22][CH:23]=1)[NH:20][N:19]=[CH:18]2)([C:5]1[C:13]2[C:8](=[CH:9][CH:10]=[CH:11][CH:12]=2)[N:7]([CH3:14])[CH:6]=1)[OH:4].[C:26](N1C=CN=C1)(N1C=CN=C1)=[O:27].[CH:38]1([OH:42])[CH2:41][CH2:40][CH2:39]1. (6) Given the product [O:37]=[C:32]1[CH2:33][CH2:34][C:35](=[O:36])[N:31]1[O:28][C:27](=[O:29])[CH2:26][CH2:25][C:23]1[N:22]=[CH:21][N:20]([C:1]([C:2]2[CH:7]=[CH:6][CH:5]=[CH:4][CH:3]=2)([C:14]2[CH:19]=[CH:18][CH:17]=[CH:16][CH:15]=2)[C:8]2[CH:13]=[CH:12][CH:11]=[CH:10][CH:9]=2)[CH:24]=1, predict the reactants needed to synthesize it. The reactants are: [C:1]([N:20]1[CH:24]=[C:23]([CH2:25][CH2:26][C:27]([OH:29])=[O:28])[N:22]=[CH:21]1)([C:14]1[CH:19]=[CH:18][CH:17]=[CH:16][CH:15]=1)([C:8]1[CH:13]=[CH:12][CH:11]=[CH:10][CH:9]=1)[C:2]1[CH:7]=[CH:6][CH:5]=[CH:4][CH:3]=1.O[N:31]1[C:35](=[O:36])[CH2:34][CH2:33][C:32]1=[O:37].C1(N=C=NC2CCCCC2)CCCCC1. (7) Given the product [C:1]([O:5][C:6]([N:8]1[C:16]2[C:11](=[CH:12][C:13]([O:17][CH2:18][C:19]3[CH:24]=[CH:23][CH:22]=[CH:21][CH:20]=3)=[CH:14][CH:15]=2)[C:10]([C:25]2[N:26]([C:38]([O:40][C:41]([CH3:44])([CH3:43])[CH3:42])=[O:39])[C:27]3[C:32]([CH:33]=2)=[CH:31][CH:30]=[C:29]([O:34][CH2:35][CH2:36][N:49]([CH2:50][CH3:51])[CH2:47][CH3:48])[CH:28]=3)=[N:9]1)=[O:7])([CH3:4])([CH3:3])[CH3:2], predict the reactants needed to synthesize it. The reactants are: [C:1]([O:5][C:6]([N:8]1[C:16]2[C:11](=[CH:12][C:13]([O:17][CH2:18][C:19]3[CH:24]=[CH:23][CH:22]=[CH:21][CH:20]=3)=[CH:14][CH:15]=2)[C:10]([C:25]2[N:26]([C:38]([O:40][C:41]([CH3:44])([CH3:43])[CH3:42])=[O:39])[C:27]3[C:32]([CH:33]=2)=[CH:31][CH:30]=[C:29]([O:34][CH2:35][CH2:36]Br)[CH:28]=3)=[N:9]1)=[O:7])([CH3:4])([CH3:3])[CH3:2].[I-].[K+].[CH2:47]([NH:49][CH2:50][CH3:51])[CH3:48].C(=O)([O-])[O-].[Cs+].[Cs+]. (8) Given the product [CH:1]([N:8]([CH2:9][CH2:20][C:21]1[CH:26]=[CH:25][C:24]([OH:27])=[CH:23][CH:22]=1)[CH2:12][CH3:11])=[O:2], predict the reactants needed to synthesize it. The reactants are: [C:1]([N:8]1[CH:12]=[CH:11]N=[CH:9]1)(N1C=CN=C1)=[O:2].C(O)=O.C(NC[CH2:20][C:21]1[CH:26]=[CH:25][C:24]([OH:27])=[CH:23][CH:22]=1)C.CO. (9) The reactants are: Cl.[C:2]([C:6]1[O:10][N:9]=[C:8]([NH:11][C:12]([C@@H:14]2[CH2:20][CH2:19][CH2:18][CH2:17][CH2:16][NH:15]2)=[O:13])[CH:7]=1)([CH3:5])([CH3:4])[CH3:3].CCN(C(C)C)C(C)C.[O:30]=[S:31]1(=[O:40])[CH2:36][CH2:35][N:34]([C:37](Cl)=[O:38])[CH2:33][CH2:32]1. Given the product [C:2]([C:6]1[O:10][N:9]=[C:8]([NH:11][C:12]([C@@H:14]2[CH2:20][CH2:19][CH2:18][CH2:17][CH2:16][N:15]2[C:37]([N:34]2[CH2:35][CH2:36][S:31](=[O:40])(=[O:30])[CH2:32][CH2:33]2)=[O:38])=[O:13])[CH:7]=1)([CH3:5])([CH3:3])[CH3:4], predict the reactants needed to synthesize it. (10) Given the product [Cl:1][C:2]1[CH:3]=[C:4]([N:8]([C:9]2[N:10]([C:19]3[CH:24]=[CH:23][C:22]([Cl:25])=[CH:21][CH:20]=3)[N:11]=[C:12]3[C:17]=2[CH:16]=[CH:15][C:14]([F:18])=[CH:13]3)[C:33]([NH:32][CH:26]2[CH2:31][CH2:30][CH2:29][CH2:28][CH2:27]2)=[O:34])[CH:5]=[CH:6][CH:7]=1, predict the reactants needed to synthesize it. The reactants are: [Cl:1][C:2]1[CH:3]=[C:4]([NH:8][C:9]2[N:10]([C:19]3[CH:24]=[CH:23][C:22]([Cl:25])=[CH:21][CH:20]=3)[N:11]=[C:12]3[C:17]=2[CH:16]=[CH:15][C:14]([F:18])=[CH:13]3)[CH:5]=[CH:6][CH:7]=1.[CH:26]1([N:32]=[C:33]=[O:34])[CH2:31][CH2:30][CH2:29][CH2:28][CH2:27]1.CCN(CC)CC.